This data is from Catalyst prediction with 721,799 reactions and 888 catalyst types from USPTO. The task is: Predict which catalyst facilitates the given reaction. (1) Reactant: [Cl:1][C:2]1[CH:3]=[CH:4][C:5]([NH:8][C:9]([C:11]2[CH:16]=[CH:15][CH:14]=[C:13]([O:17][CH3:18])[C:12]=2[NH2:19])=[O:10])=[N:6][CH:7]=1.C1C(=O)N([Cl:27])C(=O)C1. Product: [Cl:1][C:2]1[CH:3]=[CH:4][C:5]([NH:8][C:9]([C:11]2[CH:16]=[C:15]([Cl:27])[CH:14]=[C:13]([O:17][CH3:18])[C:12]=2[NH2:19])=[O:10])=[N:6][CH:7]=1. The catalyst class is: 11. (2) Reactant: [OH:1][CH2:2][C@H:3]([NH:17][C:18](=[O:20])[O-:19])[C:4]1[CH:9]=[CH:8][C:7]([O:10][CH2:11][CH:12]([CH3:16])[CH2:13][CH2:14][CH3:15])=[CH:6][CH:5]=1.[CH2:21](N(CC)CC)C.[C:28](Cl)(=[O:30])[CH3:29].O1[CH2:36][CH2:35][CH2:34]C1. Product: [C:28]([O:1][CH2:2][C@H:3]([NH:17][C:18]([O:19][C:35]([CH3:34])([CH3:36])[CH3:21])=[O:20])[C:4]1[CH:5]=[CH:6][C:7]([O:10][CH2:11][CH:12]([CH3:16])[CH2:13][CH2:14][CH3:15])=[CH:8][CH:9]=1)(=[O:30])[CH3:29]. The catalyst class is: 142. (3) Reactant: [NH:1]1[CH:5]=[C:4]([B:6]2[O:14][C:11]([CH3:13])([CH3:12])[C:8]([CH3:10])([CH3:9])[O:7]2)[CH:3]=[N:2]1.C1OCCOCCOCCOCCOCCOC1.Cl[C:34]([F:39])([F:38])C([O-])=O.[Na+]. Product: [F:38][CH:34]([F:39])[N:2]1[CH:3]=[C:4]([B:6]2[O:7][C:8]([CH3:9])([CH3:10])[C:11]([CH3:13])([CH3:12])[O:14]2)[CH:5]=[N:1]1. The catalyst class is: 10. (4) Reactant: [C:1]([C:3]1[CH:4]=[C:5]([OH:9])[CH:6]=[CH:7][CH:8]=1)#[N:2].C(=O)([O-])[O-].[K+].[K+].[C:16]([O:19][CH2:20][CH2:21]Br)(=[O:18])[CH3:17].[I-].[Na+]. Product: [C:16]([O:19][CH2:20][CH2:21][O:9][C:5]1[CH:6]=[CH:7][CH:8]=[C:3]([C:1]#[N:2])[CH:4]=1)(=[O:18])[CH3:17]. The catalyst class is: 21. (5) Reactant: [Na].[Cl:2][C:3]1[CH:8]=[C:7]([Cl:9])[CH:6]=[CH:5][C:4]=1[C:10](=[N:12][N:13]1[CH:17]=[N:16][N:15]=[CH:14]1)[NH2:11].[C:18](=[O:25])([O:22][CH2:23][CH3:24])OCC.Cl.[CH2:27](O)[CH2:28]CC. Product: [Cl:2][C:3]1[CH:8]=[C:7]([Cl:9])[CH:6]=[CH:5][C:4]=1/[C:10](/[NH:11][C:18](=[O:25])[O:22][CH2:23][CH2:24][CH2:27][CH3:28])=[N:12]/[N:13]1[CH:17]=[N:16][N:15]=[CH:14]1. The catalyst class is: 69. (6) Reactant: [Br:1][C:2]1[C:3]([CH2:9][O:10][C:11]2[CH:16]=[CH:15][C:14]([Cl:17])=[C:13]([Cl:18])[CH:12]=2)=[CH:4][C:5](Cl)=[N:6][CH:7]=1.O.[NH2:20][NH2:21]. Product: [Br:1][C:2]1[C:3]([CH2:9][O:10][C:11]2[CH:16]=[CH:15][C:14]([Cl:17])=[C:13]([Cl:18])[CH:12]=2)=[CH:4][C:5]([NH:20][NH2:21])=[N:6][CH:7]=1. The catalyst class is: 8. (7) Reactant: [C:1]([O:5][C:6](=[O:15])[NH:7][CH2:8][CH:9]1[CH2:14][CH2:13][NH:12][CH2:11][CH2:10]1)([CH3:4])([CH3:3])[CH3:2].[C:16]([O:20][CH2:21][CH3:22])(=[O:19])[CH:17]=[CH2:18]. Product: [C:1]([O:5][C:6]([NH:7][CH2:8][CH:9]1[CH2:10][CH2:11][N:12]([CH2:18][CH2:17][C:16]([O:20][CH2:21][CH3:22])=[O:19])[CH2:13][CH2:14]1)=[O:15])([CH3:4])([CH3:2])[CH3:3]. The catalyst class is: 8. (8) Reactant: [NH2:1][C:2]1[CH:3]=[CH:4][C:5]([C:18]2[C:19]([N:38]([CH3:43])[S:39]([CH3:42])(=[O:41])=[O:40])=[CH:20][C:21]3[O:25][C:24]([C:26]4[CH:31]=[CH:30][C:29]([F:32])=[CH:28][CH:27]=4)=[C:23]([C:33]([NH:35][CH3:36])=[O:34])[C:22]=3[CH:37]=2)=[N:6][C:7]=1[C:8]1[NH:9][C:10]2[C:15]([CH:16]=1)=[C:14]([F:17])[CH:13]=[CH:12][CH:11]=2.[Cl:44][CH2:45][C:46](OC)(OC)OC.C(O)(C(F)(F)F)=O. Product: [Cl:44][CH2:45][C:46]1[N:9]2[C:10]3[CH:11]=[CH:12][CH:13]=[C:14]([F:17])[C:15]=3[CH:16]=[C:8]2[C:7]2[N:6]=[C:5]([C:18]3[C:19]([N:38]([CH3:43])[S:39]([CH3:42])(=[O:41])=[O:40])=[CH:20][C:21]4[O:25][C:24]([C:26]5[CH:27]=[CH:28][C:29]([F:32])=[CH:30][CH:31]=5)=[C:23]([C:33]([NH:35][CH3:36])=[O:34])[C:22]=4[CH:37]=3)[CH:4]=[CH:3][C:2]=2[N:1]=1. The catalyst class is: 12. (9) Product: [CH2:1]([O:8][C:9]1[CH:14]=[CH:13][C:12]([NH:15][C:16]2[C:25]3[C:20](=[CH:21][CH:22]=[C:23]([C:35]4[O:36][C:32]([CH:28]5[O:29][CH2:30][CH2:31][O:27]5)=[CH:33][CH:34]=4)[CH:24]=3)[N:19]=[CH:18][N:17]=2)=[CH:11][CH:10]=1)[C:2]1[CH:7]=[CH:6][CH:5]=[CH:4][CH:3]=1. Reactant: [CH2:1]([O:8][C:9]1[CH:14]=[CH:13][C:12]([NH:15][C:16]2[C:25]3[C:20](=[CH:21][CH:22]=[C:23](Br)[CH:24]=3)[N:19]=[CH:18][N:17]=2)=[CH:11][CH:10]=1)[C:2]1[CH:7]=[CH:6][CH:5]=[CH:4][CH:3]=1.[O:27]1[CH2:31][CH2:30][O:29][CH:28]1[C:32]1[O:36][C:35]([Sn](CCCC)(CCCC)CCCC)=[CH:34][CH:33]=1. The catalyst class is: 12.